Dataset: Full USPTO retrosynthesis dataset with 1.9M reactions from patents (1976-2016). Task: Predict the reactants needed to synthesize the given product. The reactants are: [S:1]1[CH:5]=[CH:4][C:3]2[CH:6]=[CH:7][CH:8]=[CH:9][C:2]1=2.[C:10]([O:14][C:15]([N:17]1[CH2:22][CH2:21][CH2:20][CH2:19][CH:18]1[C:23](=[O:28])N(OC)C)=[O:16])([CH3:13])([CH3:12])[CH3:11]. Given the product [C:10]([O:14][C:15]([N:17]1[CH2:22][CH2:21][CH2:20][CH2:19][CH:18]1[C:23]([C:5]1[S:1][C:2]2[CH:9]=[CH:8][CH:7]=[CH:6][C:3]=2[CH:4]=1)=[O:28])=[O:16])([CH3:13])([CH3:12])[CH3:11], predict the reactants needed to synthesize it.